From a dataset of Peptide-MHC class I binding affinity with 185,985 pairs from IEDB/IMGT. Regression. Given a peptide amino acid sequence and an MHC pseudo amino acid sequence, predict their binding affinity value. This is MHC class I binding data. The peptide sequence is RVKQHMASM. The MHC is HLA-B51:01 with pseudo-sequence HLA-B51:01. The binding affinity (normalized) is 0.0847.